From a dataset of Reaction yield outcomes from USPTO patents with 853,638 reactions. Predict the reaction yield, written as a fraction of the theoretical maximum amount of product (1.0 means a 100% yield; for example, 0.34 means a 34% yield). (1) The reactants are [C:1]([O:5][C:6]([N:8]1[CH2:13][CH2:12][CH:11]([OH:14])[CH2:10][CH2:9]1)=[O:7])([CH3:4])([CH3:3])[CH3:2].O[C:16]1[C:25]([C:26]([O:28][CH3:29])=[O:27])=[CH:24][C:23]([N+:30]([O-:32])=[O:31])=[CH:22][C:17]=1[C:18]([O:20][CH3:21])=[O:19].C1(P(C2C=CC=CC=2)C2C=CC=CC=2)C=CC=CC=1.N(C(OCC)=O)=NC(OCC)=O. The catalyst is ClCCl.O1CCCC1.CCCCCC.C(OCC)(=O)C. The product is [C:1]([O:5][C:6]([N:8]1[CH2:13][CH2:12][CH:11]([O:14][C:16]2[C:17]([C:18]([O:20][CH3:21])=[O:19])=[CH:22][C:23]([N+:30]([O-:32])=[O:31])=[CH:24][C:25]=2[C:26]([O:28][CH3:29])=[O:27])[CH2:10][CH2:9]1)=[O:7])([CH3:4])([CH3:2])[CH3:3]. The yield is 0.780. (2) The reactants are [Cl:1][C:2]1[CH:7]=[CH:6][N:5]=[C:4]([N:8]2[CH2:13][CH2:12][N:11](C(OC(C)(C)C)=O)[CH2:10][CH2:9]2)[N:3]=1.[F:21][C:22]1[CH:23]=[C:24](B(O)O)[CH:25]=[C:26]([F:28])[CH:27]=1. No catalyst specified. The product is [ClH:1].[ClH:1].[F:21][C:22]1[CH:23]=[C:24]([C:2]2[CH:7]=[CH:6][N:5]=[C:4]([N:8]3[CH2:9][CH2:10][NH:11][CH2:12][CH2:13]3)[N:3]=2)[CH:25]=[C:26]([F:28])[CH:27]=1. The yield is 0.950. (3) The reactants are Cl.CN(C)CCCN=C=NCC.O.ON1C2C=CC=CC=2N=N1.[Cl:24][C:25]1[CH:26]=[C:27]2[C:31](=[CH:32][CH:33]=1)[N:30]([CH2:34][C:35]1[CH:40]=[CH:39][CH:38]=[C:37]([CH3:41])[CH:36]=1)[C:29]([C:42](O)=[O:43])=[CH:28]2.[NH2:45][CH2:46][C:47]([CH3:51])([CH3:50])[CH2:48][OH:49]. The catalyst is C(Cl)Cl.O. The product is [OH:49][CH2:48][C:47]([CH3:51])([CH3:50])[CH2:46][NH:45][C:42]([C:29]1[N:30]([CH2:34][C:35]2[CH:40]=[CH:39][CH:38]=[C:37]([CH3:41])[CH:36]=2)[C:31]2[C:27]([CH:28]=1)=[CH:26][C:25]([Cl:24])=[CH:33][CH:32]=2)=[O:43]. The yield is 0.430. (4) The reactants are [Cl:1][C:2]1[CH:3]=[C:4]2[C:9](=[CH:10][C:11]=1[O:12][C:13]1[CH:18]=[CH:17][C:16]([C:19](=[O:30])[NH:20][CH2:21][C:22]3[CH:27]=[CH:26][C:25]([Cl:28])=[C:24]([Cl:29])[CH:23]=3)=[CH:15][CH:14]=1)[O:8][CH2:7][CH2:6][CH:5]2[C:31]([OH:33])=[O:32].C[O-].[Na+:36]. The catalyst is O1CCCC1. The product is [Cl:1][C:2]1[CH:3]=[C:4]2[C:9](=[CH:10][C:11]=1[O:12][C:13]1[CH:18]=[CH:17][C:16]([C:19](=[O:30])[NH:20][CH2:21][C:22]3[CH:27]=[CH:26][C:25]([Cl:28])=[C:24]([Cl:29])[CH:23]=3)=[CH:15][CH:14]=1)[O:8][CH2:7][CH2:6][CH:5]2[C:31]([O-:33])=[O:32].[Na+:36]. The yield is 0.999.